Dataset: Full USPTO retrosynthesis dataset with 1.9M reactions from patents (1976-2016). Task: Predict the reactants needed to synthesize the given product. (1) Given the product [C:8]1(=[O:9])[NH:4][C:5](=[O:14])[C:6]2=[CH:13][CH:12]=[CH:11][CH:10]=[C:7]12, predict the reactants needed to synthesize it. The reactants are: BrCC[N:4]1[C:8](=[O:9])[C:7]2=[CH:10][CH:11]=[CH:12][CH:13]=[C:6]2[C:5]1=[O:14].C(N(CC)CC)C.C(OCC)(=O)C. (2) Given the product [Cl:1][C:2]1[C:10]2[N:9]=[C:8]3[N:11]([C:15]4[C:16]([Br:24])=[CH:17][C:18]([O:22][CH3:23])=[CH:19][C:20]=4[Br:21])[CH2:12][CH2:13][CH2:14][N:7]3[C:6]=2[C:5]([CH:25]([OH:26])[CH2:27][CH3:28])=[CH:4][CH:3]=1, predict the reactants needed to synthesize it. The reactants are: [Cl:1][C:2]1[CH:3]=[CH:4][C:5]([CH:25]=[O:26])=[C:6]2[C:10]=1[N:9]=[C:8]1[N:11]([C:15]3[C:20]([Br:21])=[CH:19][C:18]([O:22][CH3:23])=[CH:17][C:16]=3[Br:24])[CH2:12][CH2:13][CH2:14][N:7]21.[CH2:27]([Mg]Br)[CH3:28]. (3) Given the product [OH:19][CH2:18][C:14]12[CH2:17][C:11]([C:9]([O:8][CH3:7])=[O:10])([CH2:12][CH2:13]1)[CH2:16][CH2:15]2, predict the reactants needed to synthesize it. The reactants are: B.O1CCCC1.[CH3:7][O:8][C:9]([C:11]12[CH2:17][C:14]([C:18](O)=[O:19])([CH2:15][CH2:16]1)[CH2:13][CH2:12]2)=[O:10].C(=O)([O-])O.[Na+]. (4) Given the product [CH2:31]([O:38][CH:39]1[CH2:40][C:41](=[C:20]([NH:19][C:17]([O:16][C:12]([CH3:13])([CH3:14])[CH3:15])=[O:18])[C:21]([O:23][CH3:24])=[O:22])[CH2:42]1)[C:32]1[CH:37]=[CH:36][CH:35]=[CH:34][CH:33]=1, predict the reactants needed to synthesize it. The reactants are: N12CCCN=C1CCCCC2.[C:12]([O:16][C:17]([NH:19][CH:20](P(OC)(OC)=O)[C:21]([O:23][CH3:24])=[O:22])=[O:18])([CH3:15])([CH3:14])[CH3:13].[CH2:31]([O:38][CH:39]1[CH2:42][C:41](=O)[CH2:40]1)[C:32]1[CH:37]=[CH:36][CH:35]=[CH:34][CH:33]=1. (5) Given the product [NH2:1][C@H:2]1[CH2:7][CH2:6][CH2:5][CH2:4][C@H:3]1[NH:8][C:9]1[CH:10]=[C:11]([NH:17][C:18]2[CH:23]=[CH:22][CH:21]=[C:20]([CH2:24][CH3:25])[N:19]=2)[C:12]([C:15]([NH2:16])=[O:28])=[N:13][CH:14]=1, predict the reactants needed to synthesize it. The reactants are: [NH2:1][C@H:2]1[CH2:7][CH2:6][CH2:5][CH2:4][C@H:3]1[NH:8][C:9]1[CH:10]=[C:11]([NH:17][C:18]2[CH:23]=[CH:22][CH:21]=[C:20]([CH2:24][CH3:25])[N:19]=2)[C:12]([C:15]#[N:16])=[N:13][CH:14]=1.C[Si](C)(C)[O-:28].[K+]. (6) Given the product [NH2:8][C:5]1[N:6]=[CH:7][C:2]([CH:17]=[CH:16][C:15]([N:14]([CH3:19])[CH3:13])=[O:18])=[C:3]([C:9]([CH3:12])([CH3:11])[CH3:10])[CH:4]=1, predict the reactants needed to synthesize it. The reactants are: Br[C:2]1[C:3]([C:9]([CH3:12])([CH3:11])[CH3:10])=[CH:4][C:5]([NH2:8])=[N:6][CH:7]=1.[CH3:13][N:14]([CH3:19])[C:15](=[O:18])[CH:16]=[CH2:17].C(N(CC)CC)C. (7) Given the product [CH3:1][O:2][C:3]1[CH:8]=[CH:7][C:6]([S:9][CH2:10][CH2:11][NH:12][CH:20]=[O:21])=[CH:5][CH:4]=1, predict the reactants needed to synthesize it. The reactants are: [CH3:1][O:2][C:3]1[CH:8]=[CH:7][C:6]([S:9][CH2:10][CH2:11][NH2:12])=[CH:5][CH:4]=1.CCN(CC)CC.[CH:20](OCC)=[O:21]. (8) Given the product [CH3:24][C:22]1([CH3:25])[CH2:23][CH:18]([NH:17][C:13]2[N:12]=[C:11]([C:9]3[S:8][C:7]4[CH:28]=[C:3]([OH:2])[CH:4]=[CH:5][C:6]=4[CH:10]=3)[CH:16]=[CH:15][N:14]=2)[CH2:19][C:20]([CH3:27])([CH3:26])[NH:21]1, predict the reactants needed to synthesize it. The reactants are: C[O:2][C:3]1[CH:4]=[CH:5][C:6]2[CH:10]=[C:9]([C:11]3[CH:16]=[CH:15][N:14]=[C:13]([NH:17][CH:18]4[CH2:23][C:22]([CH3:25])([CH3:24])[NH:21][C:20]([CH3:27])([CH3:26])[CH2:19]4)[N:12]=3)[S:8][C:7]=2[CH:28]=1. (9) Given the product [S:8]1[CH:9]=[CH:10][CH:11]=[C:7]1[C:6]1[N:2]([O:1][C:14](=[O:15])[N:13]([CH3:12])[C:17]2[CH:22]=[CH:21][CH:20]=[CH:19][CH:18]=2)[N:3]=[CH:4][CH:5]=1, predict the reactants needed to synthesize it. The reactants are: [OH:1][N:2]1[C:6]([C:7]2[S:8][CH:9]=[CH:10][CH:11]=2)=[CH:5][CH:4]=[N:3]1.[CH3:12][N:13]([C:17]1[CH:22]=[CH:21][CH:20]=[CH:19][CH:18]=1)[C:14](Cl)=[O:15].